This data is from Catalyst prediction with 721,799 reactions and 888 catalyst types from USPTO. The task is: Predict which catalyst facilitates the given reaction. (1) Reactant: [NH2:1][C:2]1[S:3][C:4]2[CH:10]=[CH:9][C:8]([N+:11]([O-:13])=[O:12])=[CH:7][C:5]=2[N:6]=1.[C:14](Cl)(=[O:21])[C:15]1[CH:20]=[CH:19][CH:18]=[CH:17][CH:16]=1.N1C=CC=CC=1. Product: [N+:11]([C:8]1[CH:9]=[CH:10][C:4]2[S:3][C:2]([NH:1][C:14](=[O:21])[C:15]3[CH:20]=[CH:19][CH:18]=[CH:17][CH:16]=3)=[N:6][C:5]=2[CH:7]=1)([O-:13])=[O:12]. The catalyst class is: 6. (2) Reactant: [C:1]([C:3](=[N:9]O)[C:4]([O:6][CH2:7][CH3:8])=[O:5])#[N:2].C(=O)(O)[O-].[Na+].S(S([O-])=O)([O-])=O.[Na+].[Na+].[CH2:24]([O:31][C:32](Cl)=[O:33])[C:25]1[CH:30]=[CH:29][CH:28]=[CH:27][CH:26]=1. Product: [CH2:24]([O:31][C:32]([NH:9][CH:3]([C:1]#[N:2])[C:4]([O:6][CH2:7][CH3:8])=[O:5])=[O:33])[C:25]1[CH:30]=[CH:29][CH:28]=[CH:27][CH:26]=1. The catalyst class is: 6. (3) Reactant: Br[CH2:2][CH2:3][CH2:4]Br.C(=O)([O-])[O-].[K+].[K+].[Br:12][C:13]1[C:14]([F:23])=[C:15]([OH:22])[C:16]([OH:21])=[C:17]([O:19][CH3:20])[CH:18]=1.Cl. The catalyst class is: 3. Product: [Br:12][C:13]1[CH:18]=[C:17]([O:19][CH3:20])[C:16]2[O:21][CH2:2][CH2:3][CH2:4][O:22][C:15]=2[C:14]=1[F:23]. (4) Reactant: [F:1][C:2]([F:13])([F:12])[C:3]1[CH:8]=[CH:7][C:6]([C:9](=O)[CH3:10])=[CH:5][CH:4]=1.Cl.[Cl:15][C:16]1[CH:28]=[C:27]([O:29][CH2:30][CH:31]=[C:32]([Cl:34])[Cl:33])[CH:26]=[C:25]([Cl:35])[C:17]=1[O:18][CH2:19][CH2:20][CH2:21][CH2:22][O:23][NH2:24].C(O)(=O)CC(CC(O)=O)(C(O)=O)O. Product: [Cl:15][C:16]1[CH:28]=[C:27]([O:29][CH2:30][CH:31]=[C:32]([Cl:34])[Cl:33])[CH:26]=[C:25]([Cl:35])[C:17]=1[O:18][CH2:19][CH2:20][CH2:21][CH2:22][O:23][N:24]=[C:9]([C:6]1[CH:7]=[CH:8][C:3]([C:2]([F:13])([F:12])[F:1])=[CH:4][CH:5]=1)[CH3:10]. The catalyst class is: 17. (5) Reactant: C(OC([N:8]1[CH2:12][CH2:11][CH2:10][C@@H:9]1[CH2:13][O:14][C:15]1[CH:20]=[CH:19][C:18]([O:21][C:22]2[CH:27]=[CH:26][C:25]([CH3:28])=[CH:24][CH:23]=2)=[CH:17][CH:16]=1)=O)(C)(C)C.[ClH:29]. Product: [ClH:29].[C:25]1([CH3:28])[CH:24]=[CH:23][C:22]([O:21][C:18]2[CH:19]=[CH:20][C:15]([O:14][CH2:13][C@H:9]3[CH2:10][CH2:11][CH2:12][NH:8]3)=[CH:16][CH:17]=2)=[CH:27][CH:26]=1. The catalyst class is: 12. (6) Reactant: [Cl:1][C:2]1[CH:7]=[C:6]([Cl:8])[CH:5]=[CH:4][C:3]=1[C:9]1[N:10]=[C:11]([CH2:28][CH3:29])[C:12]([NH:17][C@@H:18]2[C:26]3[C:21](=[CH:22][CH:23]=[CH:24][CH:25]=3)[CH2:20][C@@H:19]2O)=[N:13][C:14]=1[CH2:15][CH3:16].BrC1N=C(CC)C(NC2C3C=C[S:48]C=3CCC2C)=NC=1CC. Product: [Cl:1][C:2]1[CH:7]=[C:6]([Cl:8])[CH:5]=[CH:4][C:3]=1[C:9]1[N:10]=[C:11]([CH2:28][CH3:29])[C:12]([NH:17][C@@H:18]2[C:26]3[CH:21]=[CH:22][S:48][C:25]=3[CH2:24][CH2:23][C@@H:19]2[CH3:20])=[N:13][C:14]=1[CH2:15][CH3:16]. The catalyst class is: 276. (7) The catalyst class is: 5. Product: [NH2:19][C:18]1[N:9]([C:4]2[CH:5]=[CH:6][CH:7]=[CH:8][C:3]=2[CH3:2])[N:10]=[CH:14][C:15]=1[C:16]#[N:17]. Reactant: Cl.[CH3:2][C:3]1[CH:8]=[CH:7][CH:6]=[CH:5][C:4]=1[NH:9][NH2:10].C(O[CH:14]=[C:15]([C:18]#[N:19])[C:16]#[N:17])C.C(N(CC)CC)C.